From a dataset of Forward reaction prediction with 1.9M reactions from USPTO patents (1976-2016). Predict the product of the given reaction. (1) The product is: [CH2:1]([O:5][CH2:6][C:7]1[CH:8]=[CH:9][C:10]([N:13]2[CH:17]=[CH:16][C:15]([CH:18]([C:20]3[CH:32]=[CH:31][C:23]4[NH:24][C:25](=[O:27])[S:26][C:22]=4[CH:21]=3)[CH3:19])=[N:14]2)=[N:11][CH:12]=1)[C:2]([CH3:4])=[O:3]. Given the reactants [CH2:1]([O:5][CH2:6][C:7]1[CH:8]=[CH:9][C:10]([N:13]2[CH:17]=[CH:16][C:15]([CH:18]([C:20]3[CH:32]=[CH:31][C:23]4[N:24](COC)[C:25](=[O:27])[S:26][C:22]=4[CH:21]=3)[CH3:19])=[N:14]2)=[N:11][CH:12]=1)[C:2]([CH3:4])=[O:3], predict the reaction product. (2) The product is: [N+:23]([C:26]1[CH:33]=[CH:32][C:29]([CH2:30][N:11]2[C:12]3[CH:17]=[CH:16][CH:15]=[CH:14][C:13]=3[N:9]([CH2:8][C:7]3[CH:19]=[CH:20][C:4]([O:3][C:2]([F:1])([F:21])[F:22])=[CH:5][CH:6]=3)[C:10]2=[O:18])=[CH:28][CH:27]=1)([O-:25])=[O:24]. Given the reactants [F:1][C:2]([F:22])([F:21])[O:3][C:4]1[CH:20]=[CH:19][C:7]([CH2:8][N:9]2[C:13]3[CH:14]=[CH:15][CH:16]=[CH:17][C:12]=3[NH:11][C:10]2=[O:18])=[CH:6][CH:5]=1.[N+:23]([C:26]1[CH:33]=[CH:32][C:29]([CH2:30]Br)=[CH:28][CH:27]=1)([O-:25])=[O:24].C(=O)([O-])[O-].[K+].[K+].[I-].[K+].Cl, predict the reaction product. (3) Given the reactants [Cl-].Cl[C:3]1[NH:4]S[SH+:6][C:7]=1Cl.[CH3:9][O:10][C:11](=[O:16])/[CH:12]=[C:13](\[NH2:15])/[CH3:14].N1C=CC=CC=1, predict the reaction product. The product is: [C:3]([C:7]1[S:6][N:15]=[C:13]([CH3:14])[C:12]=1[C:11]([O:10][CH3:9])=[O:16])#[N:4]. (4) Given the reactants ON1C2C=CC=CC=2N=N1.Cl.CN(C)CCCN=C=NCC.Cl.[CH3:24][NH:25][O:26][CH3:27].[CH3:28][N:29]1[CH:33]=[CH:32][C:31]([C:34]([OH:36])=O)=[N:30]1, predict the reaction product. The product is: [CH3:27][O:26][N:25]([CH3:24])[C:34]([C:31]1[CH:32]=[CH:33][N:29]([CH3:28])[N:30]=1)=[O:36]. (5) Given the reactants [CH3:1][O:2][C:3]1[CH:47]=[CH:46][CH:45]=[CH:44][C:4]=1[CH2:5][O:6][CH2:7][CH2:8][CH2:9][O:10][C:11]1[CH:16]=[CH:15][C:14]([CH:17]2[CH2:22][CH2:21][N:20]([C:23]([O:25][C:26]([CH3:29])([CH3:28])[CH3:27])=[O:24])[CH2:19][CH:18]2[O:30][CH2:31][CH2:32][O:33]S(C2C=CC(C)=CC=2)(=O)=O)=[CH:13][CH:12]=1.O[C:49]1[CH:54]=[C:53]([CH3:55])[CH:52]=[CH:51][C:50]=1[CH2:56][CH2:57][NH:58][C:59](=[O:61])[CH3:60], predict the reaction product. The product is: [C:59]([NH:58][CH2:57][CH2:56][C:50]1[CH:49]=[CH:54][C:53]([CH3:55])=[CH:52][C:51]=1[O:33][CH2:32][CH2:31][O:30][CH:18]1[CH:17]([C:14]2[CH:15]=[CH:16][C:11]([O:10][CH2:9][CH2:8][CH2:7][O:6][CH2:5][C:4]3[CH:44]=[CH:45][CH:46]=[CH:47][C:3]=3[O:2][CH3:1])=[CH:12][CH:13]=2)[CH2:22][CH2:21][N:20]([C:23]([O:25][C:26]([CH3:27])([CH3:29])[CH3:28])=[O:24])[CH2:19]1)(=[O:61])[CH3:60]. (6) Given the reactants Cl.[C:2]([NH:6][OH:7])([CH3:5])([CH3:4])[CH3:3].[CH3:8][N:9]1[CH2:14][CH2:13][N:12]([S:15]([C:18]2[CH:25]=[CH:24][CH:23]=[CH:22][C:19]=2[CH:20]=O)(=[O:17])=[O:16])[CH2:11][CH2:10]1, predict the reaction product. The product is: [C:2]([N+:6]([O-:7])=[CH:20][C:19]1[CH:22]=[CH:23][CH:24]=[CH:25][C:18]=1[S:15]([N:12]1[CH2:11][CH2:10][N:9]([CH3:8])[CH2:14][CH2:13]1)(=[O:16])=[O:17])([CH3:5])([CH3:4])[CH3:3]. (7) Given the reactants [C:1]([O:5][C:6]([N:8]1[CH2:12][C@:11]([CH2:14][N:15]=[N+]=[N-])([F:13])[CH2:10][C@H:9]1[C:18](=[O:29])[NH:19][CH2:20][C:21]1[CH:26]=[CH:25][CH:24]=[C:23]([Cl:27])[C:22]=1[F:28])=[O:7])([CH3:4])([CH3:3])[CH3:2].P(C)(C)C, predict the reaction product. The product is: [C:1]([O:5][C:6]([N:8]1[CH2:12][C@:11]([CH2:14][NH2:15])([F:13])[CH2:10][C@H:9]1[C:18](=[O:29])[NH:19][CH2:20][C:21]1[CH:26]=[CH:25][CH:24]=[C:23]([Cl:27])[C:22]=1[F:28])=[O:7])([CH3:4])([CH3:2])[CH3:3].